Dataset: Reaction yield outcomes from USPTO patents with 853,638 reactions. Task: Predict the reaction yield, written as a fraction of the theoretical maximum amount of product (1.0 means a 100% yield; for example, 0.34 means a 34% yield). (1) The reactants are F[C:2]1[CH:18]=[C:17]([F:19])[CH:16]=[CH:15][C:3]=1[C:4]([CH:6]1[CH2:11][CH2:10][N:9]([C:12](=[O:14])[CH3:13])[CH2:8][CH2:7]1)=O.[C:20]([O:24][CH3:25])(=[O:23])[CH2:21][SH:22].[H-].[Na+]. The catalyst is C1COCC1. The product is [CH3:25][O:24][C:20]([C:21]1[S:22][C:2]2[CH:18]=[C:17]([F:19])[CH:16]=[CH:15][C:3]=2[C:4]=1[CH:6]1[CH2:11][CH2:10][N:9]([C:12](=[O:14])[CH3:13])[CH2:8][CH2:7]1)=[O:23]. The yield is 0.650. (2) The reactants are C[O:2][C:3]([C:5]1([C:8]2[CH:9]=[CH:10][C:11]3[O:15][CH2:14][C:13]([CH3:17])([CH3:16])[C:12]=3[CH:18]=2)[CH2:7][CH2:6]1)=[O:4].[Li+].[OH-].Cl. The catalyst is CO. The product is [CH3:16][C:13]1([CH3:17])[C:12]2[CH:18]=[C:8]([C:5]3([C:3]([OH:4])=[O:2])[CH2:6][CH2:7]3)[CH:9]=[CH:10][C:11]=2[O:15][CH2:14]1. The yield is 0.410. (3) The reactants are O[C:2]1[C:7]([N+]([O-])=O)=[CH:6][C:5]([F:11])=[CH:4][N:3]=1.[OH:12][C:13]1C=CC(F)=CN=1.NC1C=CC(OC)=NC=1. No catalyst specified. The product is [CH3:13][O:12][C:4]1[C:5]([F:11])=[CH:6][CH:7]=[CH:2][N:3]=1. The yield is 1.00.